From a dataset of Reaction yield outcomes from USPTO patents with 853,638 reactions. Predict the reaction yield, written as a fraction of the theoretical maximum amount of product (1.0 means a 100% yield; for example, 0.34 means a 34% yield). (1) The reactants are [Br:1][C:2]1[CH:3]=[C:4]2[C:9](=[CH:10][CH:11]=1)[O:8][C:7](=O)[CH2:6][C:5]2([CH3:14])[CH3:13].[C:15]1(C)C=CC=CC=1.[OH-].[Na+]. The catalyst is O1CCCC1.[CH3-].C[Al+]C.[CH-]1C=CC=C1.[CH-]1C=CC=C1.[Cl-].[Ti+3]. The product is [Br:1][C:2]1[CH:3]=[C:4]2[C:9](=[CH:10][CH:11]=1)[O:8][C:7](=[CH2:15])[CH2:6][C:5]2([CH3:14])[CH3:13]. The yield is 0.740. (2) The reactants are [OH:1][C:2]1[CH:7]=[CH:6][C:5]([CH2:8][C:9]([O:11][CH2:12][CH3:13])=[O:10])=[CH:4][CH:3]=1.CO.S(Cl)([Cl:19])(=O)=O. The catalyst is C(Cl)Cl. The product is [Cl:19][C:7]1[CH:6]=[C:5]([CH2:8][C:9]([O:11][CH2:12][CH3:13])=[O:10])[CH:4]=[CH:3][C:2]=1[OH:1]. The yield is 0.600.